From a dataset of Peptide-MHC class I binding affinity with 185,985 pairs from IEDB/IMGT. Regression. Given a peptide amino acid sequence and an MHC pseudo amino acid sequence, predict their binding affinity value. This is MHC class I binding data. (1) The peptide sequence is MVRQMRAAL. The MHC is HLA-A32:15 with pseudo-sequence HLA-A32:15. The binding affinity (normalized) is 0.457. (2) The peptide sequence is LEGLADAIW. The MHC is HLA-A26:01 with pseudo-sequence HLA-A26:01. The binding affinity (normalized) is 0.0847. (3) The peptide sequence is LYAVTTAVL. The MHC is HLA-B48:01 with pseudo-sequence HLA-B48:01. The binding affinity (normalized) is 0.0847. (4) The peptide sequence is YLEGTRTLL. The MHC is HLA-A02:16 with pseudo-sequence HLA-A02:16. The binding affinity (normalized) is 0.0847. (5) The peptide sequence is TPGPGIRYPL. The MHC is HLA-B44:03 with pseudo-sequence HLA-B44:03. The binding affinity (normalized) is 0. (6) The peptide sequence is NLEELTTVFI. The MHC is HLA-A02:01 with pseudo-sequence HLA-A02:01. The binding affinity (normalized) is 0.175. (7) The peptide sequence is VVISKKDTY. The MHC is HLA-A26:01 with pseudo-sequence HLA-A26:01. The binding affinity (normalized) is 0.183. (8) The peptide sequence is KTFVELMRR. The MHC is HLA-A31:01 with pseudo-sequence HLA-A31:01. The binding affinity (normalized) is 0.947. (9) The peptide sequence is IITPIVFYR. The MHC is HLA-A24:02 with pseudo-sequence HLA-A24:02. The binding affinity (normalized) is 0.0833.